From a dataset of Reaction yield outcomes from USPTO patents with 853,638 reactions. Predict the reaction yield, written as a fraction of the theoretical maximum amount of product (1.0 means a 100% yield; for example, 0.34 means a 34% yield). The reactants are [CH:1]1([CH2:4][N:5]2[CH:9]=[CH:8][C:7]([CH2:10][N:11]3C(=O)C4C(=CC=CC=4)C3=O)=[N:6]2)[CH2:3][CH2:2]1.O.NN. The catalyst is C1COCC1.C(O)C.C(OC)(C)(C)C. The product is [CH:1]1([CH2:4][N:5]2[CH:9]=[CH:8][C:7]([CH2:10][NH2:11])=[N:6]2)[CH2:2][CH2:3]1. The yield is 0.920.